The task is: Regression. Given a peptide amino acid sequence and an MHC pseudo amino acid sequence, predict their binding affinity value. This is MHC class I binding data.. This data is from Peptide-MHC class I binding affinity with 185,985 pairs from IEDB/IMGT. (1) The peptide sequence is FRDEAGAIL. The MHC is HLA-A26:01 with pseudo-sequence HLA-A26:01. The binding affinity (normalized) is 0.0847. (2) The peptide sequence is IQAGVDRFY. The MHC is HLA-B07:02 with pseudo-sequence HLA-B07:02. The binding affinity (normalized) is 0.0847. (3) The peptide sequence is IRFPKTFGY. The MHC is Mamu-A2201 with pseudo-sequence Mamu-A2201. The binding affinity (normalized) is 0.